From a dataset of Full USPTO retrosynthesis dataset with 1.9M reactions from patents (1976-2016). Predict the reactants needed to synthesize the given product. (1) Given the product [ClH:63].[NH2:8][CH2:9][C@H:10]1[CH2:15][CH2:14][C@H:13]([C:16]([NH:18][C@H:19]([C:50]([NH:52][C:53]2[CH:54]=[CH:55][C:56]3[N:60]=[C:59]([CH3:61])[NH:58][C:57]=3[CH:62]=2)=[O:51])[CH2:20][C:21]2[CH:22]=[CH:23][C:24]([C:27]3[CH:32]=[CH:31][C:30]([C:33]([NH:35][CH:36]4[CH2:37][CH2:38][NH:39][CH2:40][CH2:41]4)=[O:34])=[CH:29][C:28]=3[CH3:49])=[CH:25][CH:26]=2)=[O:17])[CH2:12][CH2:11]1, predict the reactants needed to synthesize it. The reactants are: C(OC([NH:8][CH2:9][C@H:10]1[CH2:15][CH2:14][C@H:13]([C:16]([NH:18][C@H:19]([C:50]([NH:52][C:53]2[CH:54]=[CH:55][C:56]3[N:60]=[C:59]([CH3:61])[NH:58][C:57]=3[CH:62]=2)=[O:51])[CH2:20][C:21]2[CH:26]=[CH:25][C:24]([C:27]3[CH:32]=[CH:31][C:30]([C:33]([NH:35][CH:36]4[CH2:41][CH2:40][N:39](C(OC(C)(C)C)=O)[CH2:38][CH2:37]4)=[O:34])=[CH:29][C:28]=3[CH3:49])=[CH:23][CH:22]=2)=[O:17])[CH2:12][CH2:11]1)=O)(C)(C)C.[ClH:63]. (2) Given the product [F:34][C:31]1[CH:32]=[CH:33][C:24]([N:23]=[CH:11][C@@:10]([OH:17])([C:13]([F:16])([F:14])[F:15])[CH2:9][C@H:8]([C:5]2[CH:6]=[CH:7][C:2]([F:1])=[C:3]([CH3:22])[C:4]=2[O:20][CH3:21])[CH2:18][CH3:19])=[C:25]2[C:30]=1[NH:29][C:28](=[O:35])[CH:27]=[CH:26]2, predict the reactants needed to synthesize it. The reactants are: [F:1][C:2]1[CH:7]=[CH:6][C:5]([C@H:8]([CH2:18][CH3:19])[CH2:9][C@:10]([OH:17])([C:13]([F:16])([F:15])[F:14])[CH:11]=O)=[C:4]([O:20][CH3:21])[C:3]=1[CH3:22].[NH2:23][C:24]1[CH:33]=[CH:32][C:31]([F:34])=[C:30]2[C:25]=1[CH:26]=[CH:27][C:28](=[O:35])[NH:29]2.